This data is from Reaction yield outcomes from USPTO patents with 853,638 reactions. The task is: Predict the reaction yield, written as a fraction of the theoretical maximum amount of product (1.0 means a 100% yield; for example, 0.34 means a 34% yield). The reactants are [C:1]([O-])(=[S:3])[CH3:2].[K+].Br[CH2:7][C:8]([C:10]1[CH:15]=[CH:14][C:13]([O:16][CH3:17])=[CH:12][CH:11]=1)=[O:9]. The catalyst is C(O)C. The product is [C:1]([CH2:7][C:8]([C:10]1[CH:15]=[CH:14][C:13]([O:16][CH3:17])=[CH:12][CH:11]=1)=[O:9])(=[S:3])[CH3:2]. The yield is 0.760.